From a dataset of Catalyst prediction with 721,799 reactions and 888 catalyst types from USPTO. Predict which catalyst facilitates the given reaction. (1) Reactant: [CH:1]1([OH:8])[CH2:7][CH2:6][CH2:5][CH2:4][CH:3]=[CH:2]1.N1C=CC=CC=1.Cl[C:16]([O:18][CH3:19])=[O:17]. Product: [C:16](=[O:17])([O:18][CH3:19])[O:8][CH:1]1[CH2:7][CH2:6][CH2:5][CH2:4][CH:3]=[CH:2]1. The catalyst class is: 2. (2) Reactant: S(Cl)(Cl)=O.CN(C=O)C.[Br:10][C:11]1[CH:16]=[C:15]([C:17]([OH:19])=O)[CH:14]=[CH:13][N:12]=1.[Cl-].[Cl-].[Cl-].[Al+3].[CH3:24][C:25]1[C:30]2[NH:31][C:32](=[O:34])[O:33][C:29]=2[CH:28]=[CH:27][CH:26]=1.BrBr.ClCl. Product: [Br:10][C:11]1[CH:16]=[C:15]([C:17]([C:27]2[CH:26]=[C:25]([CH3:24])[C:30]3[NH:31][C:32](=[O:34])[O:33][C:29]=3[CH:28]=2)=[O:19])[CH:14]=[CH:13][N:12]=1. The catalyst class is: 2. (3) Reactant: [Br:1][C:2]1[C:8]([F:9])=[CH:7][CH:6]=[CH:5][C:3]=1[NH2:4].[C:10](Cl)(=[O:14])[CH2:11][CH2:12][CH3:13].N1C=CC=CC=1.O. Product: [Br:1][C:2]1[C:8]([F:9])=[CH:7][CH:6]=[CH:5][C:3]=1[NH:4][C:10](=[O:14])[CH2:11][CH2:12][CH3:13]. The catalyst class is: 2. (4) Reactant: C(OC([N:8]1[CH2:12][C@@H:11]([C:13]2[C:21]3[C:16](=[CH:17][CH:18]=[CH:19][CH:20]=3)[NH:15][CH:14]=2)[C@H:10]([C:22]2[C:32]3=[C:33]4[C:28](=[CH:29][CH:30]=[CH:31]3)[CH2:27][CH2:26][CH2:25][N:24]4[CH:23]=2)[CH2:9]1)=O)(C)(C)C.[ClH:34].O1CCOCC1. Product: [ClH:34].[NH:15]1[C:16]2[C:21](=[CH:20][CH:19]=[CH:18][CH:17]=2)[C:13]([C@@H:11]2[CH2:12][NH:8][CH2:9][C@H:10]2[C:22]2[C:32]3=[C:33]4[C:28](=[CH:29][CH:30]=[CH:31]3)[CH2:27][CH2:26][CH2:25][N:24]4[CH:23]=2)=[CH:14]1. The catalyst class is: 2. (5) Reactant: [CH3:1][C:2]1([CH3:34])[O:6][C@@H:5]([CH2:7][N:8]2[C:16]3[C:11](=[CH:12][C:13]([N+:18]([O-:20])=[O:19])=[C:14]([F:17])[CH:15]=3)[CH:10]=[C:9]2[C:21]([CH3:33])([CH3:32])[C:22](OCC2C=CC=CC=2)=[O:23])[CH2:4][O:3]1.CC1(C)O[C@@H](CN2C3C(=CC([N+]([O-])=O)=C(F)C=3)C=C2C(C)(C)C(OC[C@H]2COC(C)(C)O2)=O)CO1.[H-].[H-].[H-].[H-].[Li+].[Al+3]. Product: [CH3:1][C:2]1([CH3:34])[O:6][C@@H:5]([CH2:7][N:8]2[C:16]3[C:11](=[CH:12][C:13]([N+:18]([O-:20])=[O:19])=[C:14]([F:17])[CH:15]=3)[CH:10]=[C:9]2[C:21]([CH3:33])([CH3:32])[CH2:22][OH:23])[CH2:4][O:3]1. The catalyst class is: 1. (6) Reactant: O[C:2]1[C:7]([CH:8]2[CH2:12][CH2:11][CH2:10][C:9]2=[O:13])=[C:6](O)[N:5]=[CH:4][N:3]=1.O=P(Cl)(Cl)[Cl:17].C(=O)(O)[O-].[Na+]. Product: [Cl:17][C:6]1[N:5]=[CH:4][N:3]=[C:2]2[C:7]=1[C:8]1[CH2:12][CH2:11][CH2:10][C:9]=1[O:13]2. The catalyst class is: 12. (7) Reactant: [H-].[Na+].[OH:3][CH:4]1[CH2:9][CH2:8][N:7]([C:10]([O:12][C:13]([CH3:16])([CH3:15])[CH3:14])=[O:11])[CH2:6][CH2:5]1.[C:17](=[S:19])=[S:18].I[CH3:21]. Product: [CH3:21][S:18][C:17]([O:3][CH:4]1[CH2:5][CH2:6][N:7]([C:10]([O:12][C:13]([CH3:16])([CH3:15])[CH3:14])=[O:11])[CH2:8][CH2:9]1)=[S:19]. The catalyst class is: 44. (8) Reactant: [CH2:1]([C@H:8]1[N:13]([C:14]([C:16]2[N:17]=[CH:18][N:19]([CH:27]3[CH2:32][CH2:31][CH2:30][CH2:29][C:28]3([CH2:34][O:35][CH:36]3[CH2:41][CH2:40][S:39](=[O:43])(=[O:42])[CH2:38][CH2:37]3)[OH:33])[C:20]=2[C:21]2[CH:26]=[CH:25][CH:24]=[CH:23][CH:22]=2)=[O:15])[CH2:12][CH2:11][N:10](C(OC(C)(C)C)=O)[CH2:9]1)[C:2]1[CH:7]=[CH:6][CH:5]=[CH:4][CH:3]=1.C(OCC)(=O)C.Cl. Product: [CH2:1]([C@@H:8]1[CH2:9][NH:10][CH2:11][CH2:12][N:13]1[C:14]([C:16]1[N:17]=[CH:18][N:19]([C@@H:27]2[CH2:32][CH2:31][CH2:30][CH2:29][C@:28]2([CH2:34][O:35][CH:36]2[CH2:41][CH2:40][S:39](=[O:43])(=[O:42])[CH2:38][CH2:37]2)[OH:33])[C:20]=1[C:21]1[CH:26]=[CH:25][CH:24]=[CH:23][CH:22]=1)=[O:15])[C:2]1[CH:7]=[CH:6][CH:5]=[CH:4][CH:3]=1.[CH2:1]([C@@H:8]1[CH2:9][NH:10][CH2:11][CH2:12][N:13]1[C:14]([C:16]1[N:17]=[CH:18][N:19]([C@H:27]2[CH2:32][CH2:31][CH2:30][CH2:29][C@@:28]2([CH2:34][O:35][CH:36]2[CH2:41][CH2:40][S:39](=[O:43])(=[O:42])[CH2:38][CH2:37]2)[OH:33])[C:20]=1[C:21]1[CH:26]=[CH:25][CH:24]=[CH:23][CH:22]=1)=[O:15])[C:2]1[CH:7]=[CH:6][CH:5]=[CH:4][CH:3]=1. The catalyst class is: 5.